Dataset: NCI-60 drug combinations with 297,098 pairs across 59 cell lines. Task: Regression. Given two drug SMILES strings and cell line genomic features, predict the synergy score measuring deviation from expected non-interaction effect. Drug 1: COC1=C(C=C2C(=C1)N=CN=C2NC3=CC(=C(C=C3)F)Cl)OCCCN4CCOCC4. Drug 2: CC1=CC2C(CCC3(C2CCC3(C(=O)C)OC(=O)C)C)C4(C1=CC(=O)CC4)C. Cell line: UO-31. Synergy scores: CSS=28.2, Synergy_ZIP=-3.29, Synergy_Bliss=0.375, Synergy_Loewe=-10.4, Synergy_HSA=1.17.